From a dataset of Forward reaction prediction with 1.9M reactions from USPTO patents (1976-2016). Predict the product of the given reaction. (1) Given the reactants Br[C:2]1[CH:36]=[CH:35][C:5]([C:6]([NH:8][S:9]([C:12]2[CH:17]=[CH:16][C:15]([CH2:18][O:19][Si:20]([C:23]([CH3:26])([CH3:25])[CH3:24])([CH3:22])[CH3:21])=[CH:14][C:13]=2[S:27](=[O:34])(=[O:33])[NH:28][C:29]([CH3:32])([CH3:31])[CH3:30])(=[O:11])=[O:10])=[O:7])=[CH:4][CH:3]=1.[O:37]1[C:41]2[CH:42]=[CH:43][CH:44]=[CH:45][C:40]=2[CH:39]=[C:38]1B(O)O.C(=O)([O-])[O-].[K+].[K+], predict the reaction product. The product is: [O:37]1[C:41]2[CH:42]=[CH:43][CH:44]=[CH:45][C:40]=2[CH:39]=[C:38]1[C:2]1[CH:3]=[CH:4][C:5]([C:6]([NH:8][S:9]([C:12]2[CH:17]=[CH:16][C:15]([CH2:18][O:19][Si:20]([C:23]([CH3:24])([CH3:25])[CH3:26])([CH3:22])[CH3:21])=[CH:14][C:13]=2[S:27](=[O:33])(=[O:34])[NH:28][C:29]([CH3:30])([CH3:32])[CH3:31])(=[O:11])=[O:10])=[O:7])=[CH:35][CH:36]=1. (2) Given the reactants Br[C:2]1[CH:7]=[CH:6][C:5]([O:8][CH3:9])=[C:4]([N+:10]([O-:12])=[O:11])[CH:3]=1.[NH:13]1[CH2:18][CH2:17][O:16][CH2:15][CH2:14]1.CC1(C)C2C(=C(P(C3C=CC=CC=3)C3C=CC=CC=3)C=CC=2)OC2C(P(C3C=CC=CC=3)C3C=CC=CC=3)=CC=CC1=2.CC(C)([O-])C.[Na+], predict the reaction product. The product is: [CH3:9][O:8][C:5]1[CH:6]=[CH:7][C:2]([N:13]2[CH2:18][CH2:17][O:16][CH2:15][CH2:14]2)=[CH:3][C:4]=1[N+:10]([O-:12])=[O:11].